From a dataset of NCI-60 drug combinations with 297,098 pairs across 59 cell lines. Regression. Given two drug SMILES strings and cell line genomic features, predict the synergy score measuring deviation from expected non-interaction effect. Drug 1: C1CN1P(=S)(N2CC2)N3CC3. Drug 2: CC=C1C(=O)NC(C(=O)OC2CC(=O)NC(C(=O)NC(CSSCCC=C2)C(=O)N1)C(C)C)C(C)C. Cell line: CAKI-1. Synergy scores: CSS=51.0, Synergy_ZIP=6.03, Synergy_Bliss=7.40, Synergy_Loewe=-19.1, Synergy_HSA=7.39.